Regression/Classification. Given a drug SMILES string, predict its absorption, distribution, metabolism, or excretion properties. Task type varies by dataset: regression for continuous measurements (e.g., permeability, clearance, half-life) or binary classification for categorical outcomes (e.g., BBB penetration, CYP inhibition). Dataset: cyp3a4_veith. From a dataset of CYP3A4 inhibition data for predicting drug metabolism from PubChem BioAssay. (1) The compound is Cc1[nH]c2ccc(O)cc2c1CCN. The result is 0 (non-inhibitor). (2) The drug is COc1ccccc1CN1CCCC2(CCN(C(=O)c3cnccn3)CC2)C1. The result is 1 (inhibitor). (3) The compound is COc1ccc(C2C(C(=O)N3CCN(C)CC3)c3ccccc3C(=O)N2C2CCCCC2)cc1. The result is 1 (inhibitor). (4) The compound is CSc1nc(N)nc(SCC(=O)Nc2ccc(Cl)cc2)c1C#N. The result is 0 (non-inhibitor). (5) The molecule is CCOc1ccc(N=C2NC(=O)C(CC(=O)O)S2)cc1. The result is 0 (non-inhibitor). (6) The compound is COc1ccc(NC(=O)NCCCN2CCCCC2C)cc1. The result is 0 (non-inhibitor).